This data is from Catalyst prediction with 721,799 reactions and 888 catalyst types from USPTO. The task is: Predict which catalyst facilitates the given reaction. (1) Reactant: [H-].[H-].COCCO[Al+]OCCOC.[Na+].[CH2:15]([N:22]([CH2:30][CH:31]([C:37](OCC)=[O:38])[C:32](OCC)=[O:33])[CH2:23][C:24]1[CH:29]=[CH:28][CH:27]=[CH:26][CH:25]=1)[C:16]1[CH:21]=[CH:20][CH:19]=[CH:18][CH:17]=1.CCCCCCC. Product: [CH2:15]([N:22]([CH2:30][CH:31]([CH2:37][OH:38])[CH2:32][OH:33])[CH2:23][C:24]1[CH:29]=[CH:28][CH:27]=[CH:26][CH:25]=1)[C:16]1[CH:17]=[CH:18][CH:19]=[CH:20][CH:21]=1. The catalyst class is: 11. (2) Reactant: O=P(Cl)(Cl)Cl.[C:6]1([C:12]2[S:13][CH:14]=[CH:15][C:16]=2[C:17]2[CH:22]=[CH:21][CH:20]=[CH:19][CH:18]=2)[CH:11]=[CH:10][CH:9]=[CH:8][CH:7]=1.CN([CH:26]=[O:27])C.[OH-].[Na+]. Product: [CH:26]([C:14]1[S:13][C:12]([C:6]2[CH:7]=[CH:8][CH:9]=[CH:10][CH:11]=2)=[C:16]([C:17]2[CH:22]=[CH:21][CH:20]=[CH:19][CH:18]=2)[CH:15]=1)=[O:27]. The catalyst class is: 6.